This data is from Experimentally validated miRNA-target interactions with 360,000+ pairs, plus equal number of negative samples. The task is: Binary Classification. Given a miRNA mature sequence and a target amino acid sequence, predict their likelihood of interaction. (1) The miRNA is mmu-miR-684 with sequence AGUUUUCCCUUCAAGUCAA. The protein sequence of the target gene is MSAPAAGATAGGDDAADRNVEMWKIKRLIKSLELARGNGTSMISLIIPPKDQVARIQRMLAEEYGTASNIKSRVNRLSVLGAITSVQGRLKLYNKVPPNGLVVYCGTIMTDEGKEKKVNIDFEPFKAINTSLYLCDNKFHTEALQGLLADDNKFGFIIMDGNGCLFGTLQGNTREVLHKFTVDLPKKHGRGGQSAVRFARLRNEKRHNYVRKVAENSVEQFIKNDKVTVAGLILAGSADFKTELGQSDMFDQRLQAKMIKTVDIAYGGENGFNQAIELAADTLASVKFIQEKKLIGGYFD.... Result: 0 (no interaction). (2) Result: 1 (interaction). The protein sequence of the target gene is MKKRKELNALIGLAGDSRRKKPKKGPSSHRLLRTEPPDSDSESSSEEEEEFGVVGNRSRFAKGDYLRCCKICYPLCGFVILAACVVACVGLVWMQVALKEDLDALKEKFRTMESNQKSSFQEIPKLNEELLSKQKQLEKIESGEMGLNKVWINITEMNKQISLLTSAVNHLKANVKSAADLISLPTTVEGLQKSVASIGNTLNSVHLAVEALQKTVDEHKKTMELLQSDMNQHFLKETPGSNQIIPSPSATSELDNKTHSENLKQDILYLHNSLEEVNSALVGYQRQNDLKLEGMNETVS.... The miRNA is hsa-miR-4660 with sequence UGCAGCUCUGGUGGAAAAUGGAG. (3) The miRNA is hsa-miR-6753-5p with sequence CACCAGGGCAGAGCAGGGCUGA. The protein sequence of the target gene is MLSQLAMLQGSLLLVVATMSVAQQTRQEADRGCETLVVQHGHCSYTFLLPKSEPCPPGPEVSRDSNTLQRESLANPLHLGKLPTQQVKQLEQALQNNTQWLKKLERAIKTILRSKLEQVQQQMAQNQTAPMLELGTSLLNQTTAQIRKLTDMEAQLLNQTSRMDAQMPETFLSTNKLENQLLLQRQKLQQLQGQNSALEKRLQALETKQQEELASILSKKAKLLNTLSRQSAALTNIERGLRGVRHNSSLLQDQQHSLRQLLVLLRHLVQERANASAPAFIMAGEQVFQDCAEIQRSGAS.... Result: 0 (no interaction). (4) The miRNA is hsa-miR-548bb-3p with sequence CAAAAACCAUAGUUACUUUUGC. The protein sequence of the target gene is MDISTRSKDPGSAERTAQKRKFPSPPHSSNGHSPQDTSTSPIKKKKKPGLLNSNNKEQSELRHGPFYYMKQPLTTDPVDVVPQDGRNDFYCWVCHREGQVLCCELCPRVYHAKCLRLTSEPEGDWFCPECEKITVAECIETQSKAMTMLTIEQLSYLLKFAIQKMKQPGTDAFQKPVPLEQHPDYAEYIFHPMDLCTLEKNAKKKMYGCTEAFLADAKWILHNCIIYNGGNHKLTQIAKVVIKICEHEMNEIEVCPECYLAACQKRDNWFCEPCSNPHPLVWAKLKGFPFWPAKALRDKD.... Result: 0 (no interaction).